This data is from Full USPTO retrosynthesis dataset with 1.9M reactions from patents (1976-2016). The task is: Predict the reactants needed to synthesize the given product. The reactants are: Cl[C:2]1[CH:11]=[C:10]2[C:5]([CH:6]=[CH:7][C:8](C)=[N:9]2)=[C:4]([C:13]2[CH:18]=[CH:17][C:16]([Cl:19])=[CH:15][CH:14]=2)[C:3]=1[C@H:20]([OH:23])[CH2:21][OH:22].Cl[C:25]1C=CC(C2C(C=C)=C(C)C=C3C=2C=CC=N3)=CC=1. Given the product [Cl:19][C:16]1[CH:15]=[CH:14][C:13]([C:4]2[C:3]([C@H:20]([OH:23])[CH2:21][OH:22])=[C:2]([CH3:25])[CH:11]=[C:10]3[C:5]=2[CH:6]=[CH:7][CH:8]=[N:9]3)=[CH:18][CH:17]=1, predict the reactants needed to synthesize it.